Dataset: Full USPTO retrosynthesis dataset with 1.9M reactions from patents (1976-2016). Task: Predict the reactants needed to synthesize the given product. (1) The reactants are: N#N.[N+:3]([C:6]1[CH:7]=[N:8][N:9]([CH2:11][C:12]2[CH:17]=[CH:16][N:15]=[C:14]([C:18](=[O:20])[CH3:19])[CH:13]=2)[CH:10]=1)([O-])=O.[NH4+].[Cl-]. Given the product [NH2:3][C:6]1[CH:7]=[N:8][N:9]([CH2:11][C:12]2[CH:17]=[CH:16][N:15]=[C:14]([C:18](=[O:20])[CH3:19])[CH:13]=2)[CH:10]=1, predict the reactants needed to synthesize it. (2) Given the product [CH2:17]([O:24][C:2]1[S:6][N:5]=[C:4]([S:7][CH2:8][C:9]2[CH:14]=[CH:13][C:12]([O:15][CH3:16])=[CH:11][CH:10]=2)[N:3]=1)[C:18]1[CH:23]=[CH:22][CH:21]=[CH:20][CH:19]=1, predict the reactants needed to synthesize it. The reactants are: Cl[C:2]1[S:6][N:5]=[C:4]([S:7][CH2:8][C:9]2[CH:14]=[CH:13][C:12]([O:15][CH3:16])=[CH:11][CH:10]=2)[N:3]=1.[CH2:17]([OH:24])[C:18]1[CH:23]=[CH:22][CH:21]=[CH:20][CH:19]=1.[H-].[Na+].[Cl-].[Na+]. (3) Given the product [CH3:34][CH:35]([CH3:36])[CH2:40][CH2:32][NH:33][C:27]([C:26]1[CH:30]=[CH:31][C:23]([NH:22][C:20]([N:12]2[CH2:11][C:19]3[C:14](=[CH:15][CH:16]=[CH:17][CH:18]=3)[CH2:13]2)=[O:21])=[N:24][CH:25]=1)=[O:29], predict the reactants needed to synthesize it. The reactants are: C1(CCCN)C=CC=CC=1.[CH2:11]1[C:19]2[C:14](=[CH:15][CH:16]=[CH:17][CH:18]=2)[CH2:13][N:12]1[C:20]([NH:22][C:23]1[CH:31]=[CH:30][C:26]([C:27]([OH:29])=O)=[CH:25][N:24]=1)=[O:21].[CH2:32]1[C:40]2[C:35](=[CH:36]C=CC=2)[CH2:34][N:33]1C(NC1C=CC(C(O)=O)=CC=1)=O. (4) Given the product [CH2:4]([N:6]1[C:10]([CH2:11][C:12]([O:14][CH3:15])=[O:13])=[CH:9][C:8]([CH3:18])=[N:7]1)[CH3:5], predict the reactants needed to synthesize it. The reactants are: C[O-].[Na+].[CH2:4]([N:6]1[C:10]([CH2:11][C:12]([O:14][CH:15](C)C)=[O:13])=[CH:9][C:8]([CH3:18])=[N:7]1)[CH3:5].C(O)(=O)C. (5) Given the product [OH:13][CH:14]([CH2:3][CH2:4][CH2:5][CH2:6][CH2:7][CH2:8][CH2:9][CH2:10][CH2:11][CH3:12])[CH2:15][CH2:16][CH2:17][CH2:18][CH2:19][CH2:20][C:21]([O:23][CH3:24])=[O:22], predict the reactants needed to synthesize it. The reactants are: [Mg].Br[CH2:3][CH2:4][CH2:5][CH2:6][CH2:7][CH2:8][CH2:9][CH2:10][CH2:11][CH3:12].[O:13]=[CH:14][CH2:15][CH2:16][CH2:17][CH2:18][CH2:19][CH2:20][C:21]([O:23][CH3:24])=[O:22]. (6) Given the product [CH3:1][O:2][C:3]1[CH:4]=[CH:5][C:6]([CH2:9][O:10][C:11]2[CH:12]=[CH:13][C:14]([CH:17]([C:18]#[N:19])[CH2:21][C:22]([OH:24])=[O:23])=[CH:15][CH:16]=2)=[CH:7][CH:8]=1, predict the reactants needed to synthesize it. The reactants are: [CH3:1][O:2][C:3]1[CH:8]=[CH:7][C:6]([CH2:9][O:10][C:11]2[CH:16]=[CH:15][C:14]([CH2:17][C:18]#[N:19])=[CH:13][CH:12]=2)=[CH:5][CH:4]=1.Br[CH2:21][C:22]([O:24]CC)=[O:23].C([O-])([O-])=O.[K+].[K+]. (7) Given the product [CH3:9][O:8][C:5]1[CH:6]=[CH:7][C:2]([CH:1]([OH:10])[CH:11]=[CH2:12])=[CH:3][CH:4]=1, predict the reactants needed to synthesize it. The reactants are: [CH:1](=[O:10])[C:2]1[CH:7]=[CH:6][C:5]([O:8][CH3:9])=[CH:4][CH:3]=1.[CH:11]([Mg]Br)=[CH2:12]. (8) Given the product [CH3:17][C:15]1[CH:16]=[C:11]([NH:19][C:20]2[CH:28]=[CH:27][C:23]([C:24]([NH2:26])=[O:25])=[CH:22][CH:21]=2)[CH:12]=[C:13]([CH3:18])[CH:14]=1, predict the reactants needed to synthesize it. The reactants are: C1(S(O[C:11]2[CH:16]=[C:15]([CH3:17])[CH:14]=[C:13]([CH3:18])[CH:12]=2)(=O)=O)C=CC=CC=1.[NH2:19][C:20]1[CH:28]=[CH:27][C:23]([C:24]([NH2:26])=[O:25])=[CH:22][CH:21]=1.